From a dataset of NCI-60 drug combinations with 297,098 pairs across 59 cell lines. Regression. Given two drug SMILES strings and cell line genomic features, predict the synergy score measuring deviation from expected non-interaction effect. (1) Drug 1: CC1CCC2CC(C(=CC=CC=CC(CC(C(=O)C(C(C(=CC(C(=O)CC(OC(=O)C3CCCCN3C(=O)C(=O)C1(O2)O)C(C)CC4CCC(C(C4)OC)O)C)C)O)OC)C)C)C)OC. Drug 2: CC12CCC3C(C1CCC2O)C(CC4=C3C=CC(=C4)O)CCCCCCCCCS(=O)CCCC(C(F)(F)F)(F)F. Cell line: UACC-257. Synergy scores: CSS=-1.15, Synergy_ZIP=-0.0803, Synergy_Bliss=-0.788, Synergy_Loewe=-3.00, Synergy_HSA=-2.00. (2) Drug 1: C1=CC(=CC=C1CC(C(=O)O)N)N(CCCl)CCCl.Cl. Drug 2: CCC1(CC2CC(C3=C(CCN(C2)C1)C4=CC=CC=C4N3)(C5=C(C=C6C(=C5)C78CCN9C7C(C=CC9)(C(C(C8N6C=O)(C(=O)OC)O)OC(=O)C)CC)OC)C(=O)OC)O.OS(=O)(=O)O. Cell line: HS 578T. Synergy scores: CSS=29.3, Synergy_ZIP=0.662, Synergy_Bliss=-0.295, Synergy_Loewe=-40.0, Synergy_HSA=-3.43. (3) Cell line: HCC-2998. Synergy scores: CSS=34.9, Synergy_ZIP=-1.05, Synergy_Bliss=3.10, Synergy_Loewe=6.35, Synergy_HSA=6.42. Drug 2: C1CN(CCN1C(=O)CCBr)C(=O)CCBr. Drug 1: C1=NC2=C(N=C(N=C2N1C3C(C(C(O3)CO)O)F)Cl)N. (4) Drug 1: CCC1=C2CN3C(=CC4=C(C3=O)COC(=O)C4(CC)O)C2=NC5=C1C=C(C=C5)O. Drug 2: N.N.Cl[Pt+2]Cl. Cell line: HCT116. Synergy scores: CSS=82.7, Synergy_ZIP=-0.0706, Synergy_Bliss=-0.891, Synergy_Loewe=4.44, Synergy_HSA=7.10. (5) Drug 1: CNC(=O)C1=CC=CC=C1SC2=CC3=C(C=C2)C(=NN3)C=CC4=CC=CC=N4. Drug 2: N.N.Cl[Pt+2]Cl. Cell line: 786-0. Synergy scores: CSS=-3.25, Synergy_ZIP=0.404, Synergy_Bliss=-2.71, Synergy_Loewe=-3.15, Synergy_HSA=-3.14. (6) Drug 1: CC1=CC2C(CCC3(C2CCC3(C(=O)C)OC(=O)C)C)C4(C1=CC(=O)CC4)C. Drug 2: C1C(C(OC1N2C=NC(=NC2=O)N)CO)O. Cell line: MOLT-4. Synergy scores: CSS=68.2, Synergy_ZIP=3.57, Synergy_Bliss=4.52, Synergy_Loewe=-34.1, Synergy_HSA=7.22. (7) Drug 1: CC(C1=C(C=CC(=C1Cl)F)Cl)OC2=C(N=CC(=C2)C3=CN(N=C3)C4CCNCC4)N. Drug 2: CC1=C(C(=O)C2=C(C1=O)N3CC4C(C3(C2COC(=O)N)OC)N4)N. Cell line: RXF 393. Synergy scores: CSS=3.12, Synergy_ZIP=3.99, Synergy_Bliss=10.1, Synergy_Loewe=7.18, Synergy_HSA=7.18. (8) Drug 1: CC1=C(C=C(C=C1)NC2=NC=CC(=N2)N(C)C3=CC4=NN(C(=C4C=C3)C)C)S(=O)(=O)N.Cl. Drug 2: CCCCC(=O)OCC(=O)C1(CC(C2=C(C1)C(=C3C(=C2O)C(=O)C4=C(C3=O)C=CC=C4OC)O)OC5CC(C(C(O5)C)O)NC(=O)C(F)(F)F)O. Cell line: HOP-62. Synergy scores: CSS=4.13, Synergy_ZIP=0.671, Synergy_Bliss=3.26, Synergy_Loewe=3.82, Synergy_HSA=3.70. (9) Drug 1: CC12CCC(CC1=CCC3C2CCC4(C3CC=C4C5=CN=CC=C5)C)O. Drug 2: CC1CCC2CC(C(=CC=CC=CC(CC(C(=O)C(C(C(=CC(C(=O)CC(OC(=O)C3CCCCN3C(=O)C(=O)C1(O2)O)C(C)CC4CCC(C(C4)OC)O)C)C)O)OC)C)C)C)OC. Cell line: DU-145. Synergy scores: CSS=28.9, Synergy_ZIP=4.03, Synergy_Bliss=5.74, Synergy_Loewe=-17.9, Synergy_HSA=5.02.